From a dataset of Full USPTO retrosynthesis dataset with 1.9M reactions from patents (1976-2016). Predict the reactants needed to synthesize the given product. (1) Given the product [NH2:1][C:2]1[C:3]([C:22]2[CH:37]=[CH:36][C:25]([C:26]([NH:28][CH2:29][C:30]3[CH:35]=[CH:34][CH:33]=[CH:32][CH:31]=3)=[O:27])=[C:24]([F:38])[CH:23]=2)=[N:4][C:5]([C@@H:8]2[CH2:13][CH2:12][CH2:11][C@H:10]([OH:14])[CH2:9]2)=[CH:6][N:7]=1, predict the reactants needed to synthesize it. The reactants are: [NH2:1][C:2]1[C:3]([C:22]2[CH:37]=[CH:36][C:25]([C:26]([NH:28][CH2:29][C:30]3[CH:35]=[CH:34][CH:33]=[CH:32][CH:31]=3)=[O:27])=[C:24]([F:38])[CH:23]=2)=[N:4][C:5]([CH:8]2[CH2:13][CH2:12][CH2:11][CH:10]([O:14][Si](C(C)(C)C)(C)C)[CH2:9]2)=[CH:6][N:7]=1.C(=O)(O)[O-].[Na+].C(O)(C(F)(F)F)=O. (2) Given the product [C:27]([C:24]1[N:23]=[C:22]([NH:31][CH2:32][C:33]2[O:34][CH:35]=[CH:36][N:37]=2)[C:21]([C:19]([N:14]([CH2:15][CH:16]([CH3:18])[CH3:17])[C@H:12]2[CH2:11][C@@H:10]([C:38]([N:63]3[CH2:68][CH2:67][O:66][CH2:65][CH2:64]3)=[O:39])[CH2:9][N:8]([C:6]([O:5][C:1]([CH3:2])([CH3:4])[CH3:3])=[O:7])[CH2:13]2)=[O:20])=[CH:26][N:25]=1)([CH3:29])([CH3:28])[CH3:30], predict the reactants needed to synthesize it. The reactants are: [C:1]([O:5][C:6]([N:8]1[CH2:13][C@@H:12]([N:14]([C:19]([C:21]2[C:22]([NH:31][CH2:32][C:33]3[O:34][CH:35]=[CH:36][N:37]=3)=[N:23][C:24]([C:27]([CH3:30])([CH3:29])[CH3:28])=[N:25][CH:26]=2)=[O:20])[CH2:15][CH:16]([CH3:18])[CH3:17])[CH2:11][C@@H:10]([C:38](O)=[O:39])[CH2:9]1)=[O:7])([CH3:4])([CH3:3])[CH3:2].C1C=CC2N(O)N=NC=2C=1.CCN=C=NCCCN(C)C.Cl.[NH:63]1[CH2:68][CH2:67][O:66][CH2:65][CH2:64]1. (3) Given the product [C:42]1([CH3:56])[CH:47]=[CH:46][CH:45]=[C:44]([C:48]2[S:52][CH:51]=[N:50][C:49]=2[C:53]([N:25]2[CH2:26][C@@H:27]3[C@@H:23]([CH2:28]3)[C@H:24]2[CH2:29][NH:30][C:31]([C:33]2[N:40]3[C:36]([S:37][CH:38]=[CH:39]3)=[N:35][C:34]=2[CH3:41])=[O:32])=[O:54])[CH:43]=1, predict the reactants needed to synthesize it. The reactants are: CN(C(ON1N=NC2C=CC=CC1=2)=[N+](C)C)C.[B-](F)(F)(F)F.[C@@H:23]12[CH2:28][C@@H:27]1[CH2:26][NH:25][C@@H:24]2[CH2:29][NH:30][C:31]([C:33]1[N:40]2[C:36]([S:37][CH:38]=[CH:39]2)=[N:35][C:34]=1[CH3:41])=[O:32].[C:42]1([CH3:56])[CH:47]=[CH:46][CH:45]=[C:44]([C:48]2[S:52][CH:51]=[N:50][C:49]=2[C:53](O)=[O:54])[CH:43]=1.CCN(C(C)C)C(C)C. (4) Given the product [CH2:1]([C:9]1[CH:10]=[CH:11][C:12]([N:15]2[C:27]3[C:22](=[CH:23][C:24]4[N:34]([C:35]5[CH:36]=[CH:37][C:38]([CH2:41][CH2:42][CH2:43][CH2:44][CH2:45][CH2:46][CH2:47][CH3:48])=[CH:39][CH:40]=5)[C:29]5[C:28]([C:25]=4[CH:26]=3)=[CH:33][CH:32]=[CH:31][CH:30]=5)[C:17]3[C:16]2=[CH:21][CH:20]=[CH:19][CH:18]=3)=[CH:13][CH:14]=1)[CH2:2][CH2:3][CH2:4][CH2:5][CH2:6][CH2:7][CH3:8], predict the reactants needed to synthesize it. The reactants are: [CH2:1]([C:9]1[CH:14]=[CH:13][C:12]([NH:15][C:16]2[C:17]([C:22]3[CH:27]=[CH:26][C:25]([C:28]4[C:29]([NH:34][C:35]5[CH:40]=[CH:39][C:38]([CH2:41][CH2:42][CH2:43][CH2:44][CH2:45][CH2:46][CH2:47][CH3:48])=[CH:37][CH:36]=5)=[CH:30][CH:31]=[CH:32][CH:33]=4)=[CH:24][CH:23]=3)=[CH:18][CH:19]=[CH:20][CH:21]=2)=[CH:11][CH:10]=1)[CH2:2][CH2:3][CH2:4][CH2:5][CH2:6][CH2:7][CH3:8].CS(C)=O. (5) Given the product [F:17][C:11]1[CH:12]=[CH:13][C:14]([F:16])=[CH:15][C:10]=1[C@@H:5]1[C@@H:4]([NH:18][C:19](=[O:25])[O:20][C:21]([CH3:24])([CH3:23])[CH3:22])[CH2:3][C@@H:2]([N:35]2[CH2:34][CH2:33][N:32]3[N:42]=[C:28]([C:27]([F:38])([F:37])[F:26])[N:30]=[C:31]3[CH2:36]2)[C:7](=[O:8])[N:6]1[CH3:9], predict the reactants needed to synthesize it. The reactants are: I[CH:2]1[C:7](=[O:8])[N:6]([CH3:9])[C@H:5]([C:10]2[CH:15]=[C:14]([F:16])[CH:13]=[CH:12][C:11]=2[F:17])[C@@H:4]([NH:18][C:19](=[O:25])[O:20][C:21]([CH3:24])([CH3:23])[CH3:22])[CH2:3]1.[F:26][C:27]([F:38])([F:37])[C:28]([NH:30][C:31]1[CH:36]=[N:35][CH:34]=[CH:33][N:32]=1)=O.C([N:42](CC)C(C)C)(C)C. (6) Given the product [NH2:13][C:4]1[N:3]2[CH:15]=[C:16]([CH2:17][CH3:18])[N:1]=[C:2]2[C:7]([C:8]([O:10][CH3:11])=[O:9])=[CH:6][C:5]=1[Cl:12], predict the reactants needed to synthesize it. The reactants are: [NH2:1][C:2]1[C:7]([C:8]([O:10][CH3:11])=[O:9])=[CH:6][C:5]([Cl:12])=[C:4]([NH2:13])[N:3]=1.Br[CH2:15][C:16](=O)[CH2:17][CH3:18]. (7) Given the product [C:16]1([C:22]2[N:26]=[C:25]([N:27]3[CH2:32][CH2:31][N:30]([C:8]([NH:7][C:3]4[N:2]=[N:1][CH:6]=[CH:5][CH:4]=4)=[O:15])[CH2:29][CH2:28]3)[S:24][N:23]=2)[CH:17]=[CH:18][CH:19]=[CH:20][CH:21]=1, predict the reactants needed to synthesize it. The reactants are: [N:1]1[CH:6]=[CH:5][CH:4]=[C:3]([NH:7][C:8](=[O:15])OCC(Cl)(Cl)Cl)[N:2]=1.[C:16]1([C:22]2[N:26]=[C:25]([N:27]3[CH2:32][CH2:31][NH:30][CH2:29][CH2:28]3)[S:24][N:23]=2)[CH:21]=[CH:20][CH:19]=[CH:18][CH:17]=1.C(N(C(C)C)CC)(C)C.CS(C)=O.